This data is from Catalyst prediction with 721,799 reactions and 888 catalyst types from USPTO. The task is: Predict which catalyst facilitates the given reaction. (1) Reactant: [NH2:1][C:2]1[CH:3]=[C:4]2[C:8](=[CH:9][CH:10]=1)[NH:7][CH:6]=[CH:5]2.[CH2:11]([C:13]1[CH:20]=[CH:19][C:16]([CH:17]=O)=[CH:15][CH:14]=1)[CH3:12].[BH4-].[Na+].C(=O)(O)[O-].[Na+]. Product: [CH2:11]([C:13]1[CH:20]=[CH:19][C:16]([CH2:17][NH:1][C:2]2[CH:3]=[C:4]3[C:8](=[CH:9][CH:10]=2)[NH:7][CH:6]=[CH:5]3)=[CH:15][CH:14]=1)[CH3:12]. The catalyst class is: 138. (2) Reactant: [C:1]1([S:7]([O:10][C:11]2[CH:22]=[CH:21][C:14]3[S:15][CH:16]=[C:17]([C:18](O)=[O:19])[C:13]=3[CH:12]=2)(=[O:9])=[O:8])[CH:6]=[CH:5][CH:4]=[CH:3][CH:2]=1.S(Cl)([Cl:25])=O. Product: [C:1]1([S:7]([O:10][C:11]2[CH:22]=[CH:21][C:14]3[S:15][CH:16]=[C:17]([C:18]([Cl:25])=[O:19])[C:13]=3[CH:12]=2)(=[O:9])=[O:8])[CH:6]=[CH:5][CH:4]=[CH:3][CH:2]=1. The catalyst class is: 885.